Dataset: Peptide-MHC class II binding affinity with 134,281 pairs from IEDB. Task: Regression. Given a peptide amino acid sequence and an MHC pseudo amino acid sequence, predict their binding affinity value. This is MHC class II binding data. (1) The peptide sequence is AQQSKLAQRRVFHGV. The MHC is DRB1_0901 with pseudo-sequence DRB1_0901. The binding affinity (normalized) is 0.437. (2) The peptide sequence is SVRIRVRSGGHDYEG. The MHC is DRB3_0101 with pseudo-sequence DRB3_0101. The binding affinity (normalized) is 0.257. (3) The peptide sequence is GRGSGSSFEIKSTKPEASSG. The MHC is HLA-DQA10401-DQB10402 with pseudo-sequence HLA-DQA10401-DQB10402. The binding affinity (normalized) is 0.218. (4) The peptide sequence is KPNDFMPTFAKAMEK. The MHC is DRB1_0301 with pseudo-sequence DRB1_0301. The binding affinity (normalized) is 0.137. (5) The peptide sequence is YESIDNILVKMFKTN. The MHC is HLA-DPA10301-DPB10402 with pseudo-sequence HLA-DPA10301-DPB10402. The binding affinity (normalized) is 0.614.